From a dataset of Forward reaction prediction with 1.9M reactions from USPTO patents (1976-2016). Predict the product of the given reaction. (1) Given the reactants [F:1][C:2]1[CH:19]=[CH:18][C:5]([CH2:6][CH:7]2[CH2:12][CH2:11][N:10]([C:13](=[O:17])[C:14]([OH:16])=O)[CH2:9][CH2:8]2)=[CH:4][CH:3]=1.C(N(CC)CC)C.[NH2:27][C:28]1[CH:37]=[CH:36][C:31]2[NH:32][C:33](=[O:35])[NH:34][C:30]=2[CH:29]=1.CN(C(ON1N=NC2C=CC=CC1=2)=[N+](C)C)C.F[P-](F)(F)(F)(F)F, predict the reaction product. The product is: [F:1][C:2]1[CH:3]=[CH:4][C:5]([CH2:6][CH:7]2[CH2:8][CH2:9][N:10]([C:13](=[O:17])[C:14]([NH:27][C:28]3[CH:37]=[CH:36][C:31]4[NH:32][C:33](=[O:35])[NH:34][C:30]=4[CH:29]=3)=[O:16])[CH2:11][CH2:12]2)=[CH:18][CH:19]=1. (2) Given the reactants [OH-].[Na+].[NH2:3][CH2:4][CH2:5][CH2:6][CH2:7][CH2:8][CH2:9][CH2:10][CH2:11][CH2:12][CH2:13][C:14]([OH:16])=[O:15].[C:17](O[C:17]([O:19][C:20]([CH3:23])([CH3:22])[CH3:21])=[O:18])([O:19][C:20]([CH3:23])([CH3:22])[CH3:21])=[O:18], predict the reaction product. The product is: [C:20]([O:19][C:17]([NH:3][CH2:4][CH2:5][CH2:6][CH2:7][CH2:8][CH2:9][CH2:10][CH2:11][CH2:12][CH2:13][C:14]([OH:16])=[O:15])=[O:18])([CH3:23])([CH3:22])[CH3:21]. (3) Given the reactants [C:1]([O:9][CH2:10][CH2:11][CH2:12][N:13]1[C:21]2[C:16](=[CH:17][C:18]([CH2:24][CH:25]([NH2:27])[CH3:26])=[CH:19][C:20]=2[C:22]#[N:23])[CH2:15][CH2:14]1)(=[O:8])[C:2]1[CH:7]=[CH:6][CH:5]=[CH:4][CH:3]=1.C(O)(=O)[C@@H]([C@H](C(O)=O)O)O.C(=O)([O-])[O-].[Na+].[Na+], predict the reaction product. The product is: [C:1]([O:9][CH2:10][CH2:11][CH2:12][N:13]1[C:21]2[C:16](=[CH:17][C:18]([CH2:24][C@H:25]([NH2:27])[CH3:26])=[CH:19][C:20]=2[C:22]#[N:23])[CH2:15][CH2:14]1)(=[O:8])[C:2]1[CH:3]=[CH:4][CH:5]=[CH:6][CH:7]=1. (4) Given the reactants [CH:1](=O)[C:2]1[CH:7]=[CH:6][CH:5]=[CH:4][CH:3]=1.[O-]S([O-])(=S)=O.[Na+].[Na+].[NH2:16][C:17]1[CH:22]=[CH:21][CH:20]=[CH:19][C:18]=1[NH:23][CH:24]1[CH2:29][CH2:28][N:27]([C:30]([O:32][CH2:33][C@@H:34]([N:36]([CH2:44][C:45]2[CH:50]=[CH:49][CH:48]=[CH:47][CH:46]=2)[CH2:37][C:38]2[CH:43]=[CH:42][CH:41]=[CH:40][CH:39]=2)[CH3:35])=[O:31])[CH2:26][CH2:25]1, predict the reaction product. The product is: [C:2]1([C:1]2[N:23]([CH:24]3[CH2:29][CH2:28][N:27]([C:30]([O:32][CH2:33][C@@H:34]([N:36]([CH2:37][C:38]4[CH:39]=[CH:40][CH:41]=[CH:42][CH:43]=4)[CH2:44][C:45]4[CH:46]=[CH:47][CH:48]=[CH:49][CH:50]=4)[CH3:35])=[O:31])[CH2:26][CH2:25]3)[C:18]3[CH:19]=[CH:20][CH:21]=[CH:22][C:17]=3[N:16]=2)[CH:7]=[CH:6][CH:5]=[CH:4][CH:3]=1. (5) Given the reactants [C:1]([N:4]1[CH2:9][CH2:8][NH:7][CH2:6][CH2:5]1)(=[O:3])[CH3:2].Br[CH2:11][C:12]([O:14][CH3:15])=[O:13], predict the reaction product. The product is: [CH3:15][O:14][C:12](=[O:13])[CH2:11][N:7]1[CH2:8][CH2:9][N:4]([C:1](=[O:3])[CH3:2])[CH2:5][CH2:6]1. (6) Given the reactants C(OC([N:8]1[C:16]2[C:11](=[CH:12][CH:13]=[C:14]([Cl:17])[CH:15]=2)/[C:10](=[CH:18]/[C:19]2[CH:24]=[CH:23][CH:22]=[C:21]([Cl:25])[CH:20]=2)/[C:9]1=[O:26])=O)(C)(C)C.[C:27]([O:31][C:32]([N:34]1[CH2:38][CH2:37][CH:36]([O:39][C:40]2[CH:45]=[CH:44][C:43]([I:46])=[CH:42][C:41]=2[CH:47]=[N:48][C:49]([O:51][Si](C)(C)C)=[CH2:50])[CH2:35]1)=[O:33])([CH3:30])([CH3:29])[CH3:28], predict the reaction product. The product is: [C:27]([O:31][C:32]([N:34]1[CH2:38][CH2:37][CH:36]([O:39][C:40]2[CH:45]=[CH:44][C:43]([I:46])=[CH:42][C:41]=2[CH:47]2[C:10]3([C:11]4[C:16](=[CH:15][C:14]([Cl:17])=[CH:13][CH:12]=4)[NH:8][C:9]3=[O:26])[CH:18]([C:19]3[CH:24]=[CH:23][CH:22]=[C:21]([Cl:25])[CH:20]=3)[CH2:50][C:49](=[O:51])[NH:48]2)[CH2:35]1)=[O:33])([CH3:30])([CH3:28])[CH3:29]. (7) Given the reactants [CH3:1][N:2]1[C:10]2[C:5](=[CH:6][CH:7]=[C:8]([C:11]([O-])=[O:12])[CH:9]=2)[C:4]([N:14]2[CH2:19][CH2:18][N:17]([CH3:20])[CH2:16][CH2:15]2)=[N:3]1.[Li+].C(Cl)CCl.C1C=CC2N(O)N=NC=2C=1.CCN(CC)CC.[CH2:43]([NH2:50])[C:44]1[CH:49]=[CH:48][CH:47]=[CH:46][CH:45]=1, predict the reaction product. The product is: [CH2:43]([NH:50][C:11]([C:8]1[CH:9]=[C:10]2[C:5]([C:4]([N:14]3[CH2:19][CH2:18][N:17]([CH3:20])[CH2:16][CH2:15]3)=[N:3][N:2]2[CH3:1])=[CH:6][CH:7]=1)=[O:12])[C:44]1[CH:49]=[CH:48][CH:47]=[CH:46][CH:45]=1. (8) The product is: [Br:1][C:2]1[C:3](=[O:17])[NH:4][C:5](=[O:16])[N:6]([CH2:8][C:9]2[CH:10]=[CH:15][C:14]([O:24][C:25]3[CH:30]=[CH:29][CH:28]=[CH:27][C:26]=3[F:31])=[CH:13][CH:12]=2)[N:7]=1. Given the reactants [Br:1][C:2]1[C:3](=[O:17])[NH:4][C:5](=[O:16])[N:6]([CH2:8][CH2:9][C:10]2[CH:15]=[CH:14][CH:13]=[CH:12]C=2)[N:7]=1.BrCC1C=CC([O:24][C:25]2[CH:30]=[CH:29][CH:28]=[CH:27][C:26]=2[F:31])=CC=1.C(I)CC1C=CC=CC=1, predict the reaction product.